The task is: Regression. Given a peptide amino acid sequence and an MHC pseudo amino acid sequence, predict their binding affinity value. This is MHC class I binding data.. This data is from Peptide-MHC class I binding affinity with 185,985 pairs from IEDB/IMGT. The peptide sequence is DHEFVDEFY. The MHC is HLA-A01:01 with pseudo-sequence HLA-A01:01. The binding affinity (normalized) is 0.485.